From a dataset of Retrosynthesis with 50K atom-mapped reactions and 10 reaction types from USPTO. Predict the reactants needed to synthesize the given product. Given the product CC(C#N)(Cn1nc2c(Cl)cc(Cl)c(Br)c2n1)NC(=S)c1ccc(C(F)(F)F)cc1, predict the reactants needed to synthesize it. The reactants are: CC(N)(C#N)Cn1nc2c(Cl)cc(Cl)c(Br)c2n1.FC(F)(F)c1ccc(C(=S)Cl)cc1.